This data is from Reaction yield outcomes from USPTO patents with 853,638 reactions. The task is: Predict the reaction yield, written as a fraction of the theoretical maximum amount of product (1.0 means a 100% yield; for example, 0.34 means a 34% yield). (1) The catalyst is CN(C=O)C. The yield is 0.460. The reactants are [NH2:1][C:2]1[C:3]([NH:16][CH:17]2[CH2:21][CH2:20][CH2:19][CH2:18]2)=[N:4][C:5]([NH:8][C@H:9]2[CH2:14][CH2:13][C@H:12]([OH:15])[CH2:11][CH2:10]2)=[N:6][CH:7]=1.[F:22][C:23]1[CH:28]=[CH:27][CH:26]=[C:25]([F:29])[C:24]=1[N:30]=[C:31]=S.C(O)C.CC(N=C=NC(C)C)C. The product is [F:22][C:23]1[CH:28]=[CH:27][CH:26]=[C:25]([F:29])[C:24]=1[NH:30][C:31]1[N:16]([CH:17]2[CH2:21][CH2:20][CH2:19][CH2:18]2)[C:3]2[C:2]([N:1]=1)=[CH:7][N:6]=[C:5]([NH:8][C@H:9]1[CH2:10][CH2:11][C@H:12]([OH:15])[CH2:13][CH2:14]1)[N:4]=2. (2) The reactants are [CH2:1]([N:3]1[C:11]2[C:6](=[CH:7][C:8]([N+:12]([O-])=O)=[CH:9][CH:10]=2)[C:5](=[O:15])[NH:4]1)[CH3:2].[F:16][C:17]([F:38])([F:37])[O:18][C:19]1[CH:24]=[CH:23][CH:22]=[CH:21][C:20]=1[C:25]1[O:26][C:27]([C:33]([F:36])([F:35])[F:34])=[C:28]([C:30](O)=[O:31])[N:29]=1.C(N1C2C(=CC(NC(C3C(C)=NN(C4C=CC=CC=4)N=3)=O)=CC=2)C(=O)N1)C. No catalyst specified. The product is [CH2:1]([N:3]1[C:11]2[C:6](=[CH:7][C:8]([NH:12][C:30]([C:28]3[N:29]=[C:25]([C:20]4[CH:21]=[CH:22][CH:23]=[CH:24][C:19]=4[O:18][C:17]([F:37])([F:16])[F:38])[O:26][C:27]=3[C:33]([F:35])([F:36])[F:34])=[O:31])=[CH:9][CH:10]=2)[C:5](=[O:15])[NH:4]1)[CH3:2]. The yield is 0.230. (3) The reactants are [Cl:1][C:2]1[CH:34]=[CH:33][C:5]([CH2:6][NH:7][C:8](=[O:32])[CH2:9][C@@H:10]2[CH2:21][C@H:20]([OH:22])[C@@H:19]([OH:23])[CH2:18][CH2:17][C:16](=[O:24])[O:15][C@H:14]([C:25]3[CH:30]=[CH:29][CH:28]=[CH:27][CH:26]=3)[CH2:13][NH:12][C:11]2=[O:31])=[CH:4][CH:3]=1.CO[C:37](OC)([CH3:39])[CH3:38].C1(C)C=CC(S([O-])(=O)=O)=CC=1.[NH+]1C=CC=CC=1. The catalyst is CN(C=O)C. The product is [Cl:1][C:2]1[CH:34]=[CH:33][C:5]([CH2:6][NH:7][C:8](=[O:32])[CH2:9][C@@H:10]2[CH2:21][C@@H:20]3[O:22][C:37]([CH3:39])([CH3:38])[O:23][C@H:19]3[CH2:18][CH2:17][C:16](=[O:24])[O:15][C@H:14]([C:25]3[CH:26]=[CH:27][CH:28]=[CH:29][CH:30]=3)[CH2:13][NH:12][C:11]2=[O:31])=[CH:4][CH:3]=1. The yield is 0.670. (4) The reactants are [CH2:1]([N:5]1[N:6]([CH3:28])[C:7]([C:24]([CH3:27])([CH3:26])[CH3:25])=[CH:8]/[C:9]/1=[N:10]\[C:11](=[O:23])[C:12]1[CH:17]=[C:16]([C:18]([F:21])([F:20])[F:19])[CH:15]=[CH:14][C:13]=1F)[CH2:2][CH2:3][CH3:4].Cl.[C:30]([NH:34][OH:35])([CH3:33])([CH3:32])[CH3:31].CC(C)([O-])C.[K+].CCOC(C)=O. The catalyst is C1COCC1.CCN(CC)CC.CO. The product is [C:30]([NH:34][O:35][C:13]1[CH:14]=[CH:15][C:16]([C:18]([F:20])([F:21])[F:19])=[CH:17][C:12]=1[C:11](/[N:10]=[C:9]1/[N:5]([CH2:1][CH2:2][CH2:3][CH3:4])[N:6]([CH3:28])[C:7]([C:24]([CH3:26])([CH3:27])[CH3:25])=[CH:8]/1)=[O:23])([CH3:33])([CH3:32])[CH3:31]. The yield is 0.780.